Predict the product of the given reaction. From a dataset of Forward reaction prediction with 1.9M reactions from USPTO patents (1976-2016). (1) Given the reactants C(P(C(C)(C)C)C1C(C)=C(C)C(C)=C(C)C=1C1C(C(C)C)=CC(C(C)C)=CC=1C(C)C)(C)(C)C.[O-]P([O-])([O-])=O.[K+].[K+].[K+].FC(F)(S(O[C:59]1[CH:68]=[CH:67][C:66]2[C:61](=[CH:62][CH:63]=[C:64]([C:69]3[CH:74]=[C:73]([N:75]4[CH:80]=[CH:79][C:78](=[O:81])[NH:77][C:76]4=[O:82])[CH:72]=[C:71]([C:83]([CH3:86])([CH3:85])[CH3:84])[C:70]=3[O:87][CH3:88])[CH:65]=2)[CH:60]=1)(=O)=O)C(F)(F)C(F)(F)C(F)(F)F.[CH3:90][S:91]([NH2:94])(=[O:93])=[O:92], predict the reaction product. The product is: [C:83]([C:71]1[C:70]([O:87][CH3:88])=[C:69]([C:64]2[CH:65]=[C:66]3[C:61](=[CH:62][CH:63]=2)[CH:60]=[C:59]([NH:94][S:91]([CH3:90])(=[O:93])=[O:92])[CH:68]=[CH:67]3)[CH:74]=[C:73]([N:75]2[CH:80]=[CH:79][C:78](=[O:81])[NH:77][C:76]2=[O:82])[CH:72]=1)([CH3:85])([CH3:84])[CH3:86]. (2) Given the reactants [CH3:1][C:2]1[N:6]([C@@H:7]2[CH2:12][CH2:11][C@H:10]([NH2:13])[CH2:9][CH2:8]2)[C:5]2[CH:14]=[CH:15][C:16]([CH3:18])=[CH:17][C:4]=2[N:3]=1.[CH2:19]1[C:27]2[C:22](=[CH:23][CH:24]=[CH:25][CH:26]=2)[CH2:21][CH:20]1[CH:28]=O, predict the reaction product. The product is: [CH3:1][C:2]1[N:6]([C@@H:7]2[CH2:8][CH2:9][C@H:10]([NH:13][CH2:28][CH:20]3[CH2:19][C:27]4[C:22](=[CH:23][CH:24]=[CH:25][CH:26]=4)[CH2:21]3)[CH2:11][CH2:12]2)[C:5]2[CH:14]=[CH:15][C:16]([CH3:18])=[CH:17][C:4]=2[N:3]=1.